Dataset: Reaction yield outcomes from USPTO patents with 853,638 reactions. Task: Predict the reaction yield, written as a fraction of the theoretical maximum amount of product (1.0 means a 100% yield; for example, 0.34 means a 34% yield). The reactants are [CH3:1][C:2]1[C:6]2[N:7]=[CH:8][NH:9][C:10](=O)[C:5]=2[S:4][CH:3]=1.C(=O)([O-])[O-].[Na+].[Na+].P(Cl)(Cl)([Cl:20])=O. No catalyst specified. The product is [Cl:20][C:10]1[C:5]2[S:4][CH:3]=[C:2]([CH3:1])[C:6]=2[N:7]=[CH:8][N:9]=1. The yield is 0.950.